From a dataset of Reaction yield outcomes from USPTO patents with 853,638 reactions. Predict the reaction yield, written as a fraction of the theoretical maximum amount of product (1.0 means a 100% yield; for example, 0.34 means a 34% yield). (1) The reactants are [CH2:1]([O:8][N:9]1[C:15](=[O:16])[N:14]2[CH2:17][C@H:10]1[CH2:11][CH2:12][C@H:13]2[C:18]([OH:20])=O)[C:2]1[CH:7]=[CH:6][CH:5]=[CH:4][CH:3]=1.[O:21]1[CH:25]=[CH:24][CH:23]=[C:22]1[C:26]([NH:28][NH2:29])=[O:27]. No catalyst specified. The product is [CH2:1]([O:8][N:9]1[C:15](=[O:16])[N:14]2[CH2:17][C@H:10]1[CH2:11][CH2:12][C@H:13]2[C:18]([NH:29][NH:28][C:26]([C:22]1[O:21][CH:25]=[CH:24][CH:23]=1)=[O:27])=[O:20])[C:2]1[CH:3]=[CH:4][CH:5]=[CH:6][CH:7]=1. The yield is 0.379. (2) The reactants are [CH2:1]([O:3][C:4](=[O:15])[C:5](=O)[CH2:6][C:7]([C:9]1[O:10][CH:11]=[CH:12][CH:13]=1)=[O:8])[CH3:2].Cl.[NH2:17]O. No catalyst specified. The product is [CH2:1]([O:3][C:4]([C:5]1[CH:6]=[C:7]([C:9]2[O:10][CH:11]=[CH:12][CH:13]=2)[O:8][N:17]=1)=[O:15])[CH3:2]. The yield is 0.770. (3) The reactants are [OH:1][CH2:2][CH2:3][N:4]([CH:22]([CH3:24])[CH3:23])[C:5]([C:7]1[S:8][C:9]2[CH2:10][CH2:11][O:12][C:13]3[CH:20]=[CH:19][C:18](Br)=[CH:17][C:14]=3[C:15]=2[N:16]=1)=[O:6].[CH3:25][N:26]([C:34]1[CH:39]=[CH:38][C:37](B2OC(C)(C)C(C)(C)O2)=[CH:36][N:35]=1)C(=O)OC(C)(C)C. No catalyst specified. The product is [OH:1][CH2:2][CH2:3][N:4]([CH:22]([CH3:24])[CH3:23])[C:5]([C:7]1[S:8][C:9]2[CH2:10][CH2:11][O:12][C:13]3[CH:20]=[CH:19][C:18]([C:37]4[CH:36]=[N:35][C:34]([NH:26][CH3:25])=[CH:39][CH:38]=4)=[CH:17][C:14]=3[C:15]=2[N:16]=1)=[O:6]. The yield is 0.0250. (4) The reactants are Cl[C:2]1[N:3]=[C:4]2[CH:11]=[CH:10][N:9]=[C:8]([Cl:12])[C:5]2=[N:6][CH:7]=1.[O:13]1[CH:17]=[CH:16][N:15]=[C:14]1[CH2:18][OH:19].[H-].[Na+]. The catalyst is C1COCC1. The product is [Cl:12][C:8]1[C:5]2=[N:6][CH:7]=[C:2]([O:19][CH2:18][C:14]3[O:13][CH:17]=[CH:16][N:15]=3)[N:3]=[C:4]2[CH:11]=[CH:10][N:9]=1. The yield is 0.880. (5) The reactants are [CH3:1][C:2]1[S:15][C:14]2[C:4](=[C:5]([N:16]3[CH2:21][CH2:20][NH:19][CH2:18][CH2:17]3)[NH:6][C:7]3[C:12]([N:13]=2)=[CH:11][CH:10]=[CH:9][CH:8]=3)[CH:3]=1.[OH-].[Na+].[CH3:24]I.O. The catalyst is O1CCCC1. The product is [CH3:1][C:2]1[S:15][C:14]2[NH:13][C:12]3[CH:11]=[CH:10][CH:9]=[CH:8][C:7]=3[N:6]=[C:5]([N:16]3[CH2:21][CH2:20][N:19]([CH3:24])[CH2:18][CH2:17]3)[C:4]=2[CH:3]=1. The yield is 0.980. (6) The reactants are Br[C:2]1[CH:7]=[CH:6][CH:5]=[C:4]([O:8][CH3:9])[N:3]=1.[C:10]([O:15][CH2:16][CH3:17])(=[O:14])[CH:11]([CH3:13])[CH3:12].C1COCC1.[Li+].C[Si]([N-][Si](C)(C)C)(C)C. The catalyst is C1(C)C=CC=CC=1.C(OCC)(=O)C.C1C=CC(/C=C/C(/C=C/C2C=CC=CC=2)=O)=CC=1.C1C=CC(/C=C/C(/C=C/C2C=CC=CC=2)=O)=CC=1.C1C=CC(/C=C/C(/C=C/C2C=CC=CC=2)=O)=CC=1.[Pd].[Pd].C(P(C(C)(C)C)C(C)(C)C)(C)(C)C. The product is [CH2:16]([O:15][C:10](=[O:14])[C:11]([C:2]1[CH:7]=[CH:6][CH:5]=[C:4]([O:8][CH3:9])[N:3]=1)([CH3:13])[CH3:12])[CH3:17]. The yield is 0.600.